Dataset: Full USPTO retrosynthesis dataset with 1.9M reactions from patents (1976-2016). Task: Predict the reactants needed to synthesize the given product. Given the product [CH3:15][C:14]([CH3:17])([CH3:16])[C@H:13]([NH:18][C:19](=[O:25])[O:20][C:21]([CH3:24])([CH3:23])[CH3:22])[C:11]1[NH:12][C:8]([C:5]2[CH:6]=[CH:7][C:2]([B:34]3[O:35][C:36]([CH3:38])([CH3:37])[C:32]([CH3:48])([CH3:31])[O:33]3)=[CH:3][CH:4]=2)=[CH:9][N:10]=1, predict the reactants needed to synthesize it. The reactants are: Br[C:2]1[CH:7]=[CH:6][C:5]([C:8]2[NH:12][C:11]([C@@H:13]([NH:18][C:19](=[O:25])[O:20][C:21]([CH3:24])([CH3:23])[CH3:22])[C:14]([CH3:17])([CH3:16])[CH3:15])=[N:10][CH:9]=2)=[CH:4][CH:3]=1.CC([O-])=O.[K+].[CH3:31][C:32]1([CH3:48])[C:36]([CH3:38])([CH3:37])[O:35][B:34]([B:34]2[O:35][C:36]([CH3:38])([CH3:37])[C:32]([CH3:48])([CH3:31])[O:33]2)[O:33]1.